Dataset: Full USPTO retrosynthesis dataset with 1.9M reactions from patents (1976-2016). Task: Predict the reactants needed to synthesize the given product. (1) Given the product [F:12][C:13]1[CH:18]=[CH:17][CH:16]=[CH:15][C:14]=1[N:19]1[CH2:24][CH2:23][N:22]([CH:7]2[CH2:8][CH2:9][C:4]3([O:11][CH2:1][CH2:2][O:3]3)[CH2:5][CH2:6]2)[CH2:21][CH2:20]1, predict the reactants needed to synthesize it. The reactants are: [CH2:1]1[O:11][C:4]2([CH2:9][CH2:8][C:7](=O)[CH2:6][CH2:5]2)[O:3][CH2:2]1.[F:12][C:13]1[CH:18]=[CH:17][CH:16]=[CH:15][C:14]=1[N:19]1[CH2:24][CH2:23][NH:22][CH2:21][CH2:20]1.C1(C)C=CC(S(O)(=O)=O)=CC=1.C(O[BH-](OC(=O)C)OC(=O)C)(=O)C.[Na+].C(O)(=O)C.[OH-].[Na+]. (2) Given the product [CH3:31][C:32]1([CH3:40])[S:37](=[O:39])(=[O:38])[CH2:36][CH2:35][N:34]([CH2:29][C@@H:27]2[CH2:28][C@H:25]([N:8]3[C:4]4[N:5]=[CH:6][N:7]=[C:2]([NH2:1])[C:3]=4[C:10]([C:11]4[CH:16]=[CH:15][CH:14]=[C:13]([O:17][CH2:18][CH:19]5[CH2:24][CH2:23][CH2:22][CH2:21][O:20]5)[CH:12]=4)=[CH:9]3)[CH2:26]2)[CH2:33]1, predict the reactants needed to synthesize it. The reactants are: [NH2:1][C:2]1[C:3]2[C:10]([C:11]3[CH:16]=[CH:15][CH:14]=[C:13]([O:17][CH2:18][CH:19]4[CH2:24][CH2:23][CH2:22][CH2:21][O:20]4)[CH:12]=3)=[CH:9][N:8]([C@@H:25]3[CH2:28][C@H:27]([CH:29]=O)[CH2:26]3)[C:4]=2[N:5]=[CH:6][N:7]=1.[CH3:31][C:32]1([CH3:40])[S:37](=[O:39])(=[O:38])[CH2:36][CH2:35][NH:34][CH2:33]1. (3) Given the product [C:1]([O:5][C:6]([N:8]1[CH2:13][CH2:12][C@H:11]([C:14]2[CH:15]=[C:16]([C:43]3[CH:38]=[CH:39][CH:40]=[CH:41][CH:42]=3)[CH:17]=[CH:18][C:19]=2[C:52]([O:51][CH2:50][CH3:47])=[O:54])[C@@H:10]([O:21][CH2:22][C:23]2[CH:32]=[CH:31][C:30]3[C:25](=[CH:26][CH:27]=[CH:28][CH:29]=3)[CH:24]=2)[CH2:9]1)=[O:7])([CH3:4])([CH3:3])[CH3:2], predict the reactants needed to synthesize it. The reactants are: [C:1]([O:5][C:6]([N:8]1[CH2:13][CH2:12][C@H:11]([C:14]2[CH:19]=[CH:18][CH:17]=[C:16](Br)[CH:15]=2)[C@@H:10]([O:21][CH2:22][C:23]2[CH:32]=[CH:31][C:30]3[C:25](=[CH:26][CH:27]=[CH:28][CH:29]=3)[CH:24]=2)[CH2:9]1)=[O:7])([CH3:4])([CH3:3])[CH3:2].C(OC([C:38]1[CH:43]=[CH:42][C:41](B(O)O)=[CH:40][CH:39]=1)=O)C.[CH2:47]([CH2:50][O:51][CH3:52])OC.C([O-])([O-])=[O:54].[Na+].[Na+]. (4) Given the product [CH:1]([C:3]1[CH:8]=[CH:7][CH:6]=[CH:5][C:4]=1[CH:9]=[CH2:10])=[CH2:2].[CH:11]([C:13]1[CH:18]=[CH:17][CH:16]=[CH:15][C:14]=1[CH3:19])=[CH2:12], predict the reactants needed to synthesize it. The reactants are: [CH:1]([C:3]1[CH:8]=[CH:7][CH:6]=[CH:5][C:4]=1[CH:9]=[CH2:10])=[CH2:2].[CH:11]([C:13]1[CH:18]=[CH:17][CH:16]=[CH:15][C:14]=1[CH3:19])=[CH2:12].O. (5) Given the product [C:53]([C:51]1[CH:52]=[C:48]([NH:47][C:46]([NH:29][C@@H:22]2[C:23]3[C:28](=[CH:27][CH:26]=[CH:25][CH:24]=3)[C@H:19]([O:18][C:15]3[CH:16]=[CH:17][C:12]4[N:13]([C:9]([CH2:8][N:5]5[CH2:6][CH2:7][N:2]([CH3:1])[CH:3]([CH2:30][O:31][Si:32]([CH:33]([CH3:35])[CH3:34])([CH:39]([CH3:41])[CH3:40])[CH:36]([CH3:38])[CH3:37])[CH2:4]5)=[N:10][N:11]=4)[CH:14]=3)[CH2:20][CH2:21]2)=[O:45])[N:49]([C:57]2[CH:62]=[CH:61][C:60]([CH3:63])=[CH:59][CH:58]=2)[N:50]=1)([CH3:56])([CH3:54])[CH3:55], predict the reactants needed to synthesize it. The reactants are: [CH3:1][N:2]1[CH2:7][CH2:6][N:5]([CH2:8][C:9]2[N:13]3[CH:14]=[C:15]([O:18][C@H:19]4[C:28]5[C:23](=[CH:24][CH:25]=[CH:26][CH:27]=5)[C@@H:22]([NH2:29])[CH2:21][CH2:20]4)[CH:16]=[CH:17][C:12]3=[N:11][N:10]=2)[CH2:4][CH:3]1[CH2:30][O:31][Si:32]([CH:39]([CH3:41])[CH3:40])([CH:36]([CH3:38])[CH3:37])[CH:33]([CH3:35])[CH3:34].ClC(Cl)(Cl)C[O:45][C:46](=O)[NH:47][C:48]1[N:49]([C:57]2[CH:62]=[CH:61][C:60]([CH3:63])=[CH:59][CH:58]=2)[N:50]=[C:51]([C:53]([CH3:56])([CH3:55])[CH3:54])[CH:52]=1.CCN(C(C)C)C(C)C.